From a dataset of Full USPTO retrosynthesis dataset with 1.9M reactions from patents (1976-2016). Predict the reactants needed to synthesize the given product. (1) Given the product [F:1][C:2]1[C:3]([O:19][C:20]2[CH:21]=[C:22]([CH:25]=[CH:26][C:27]=2[O:28][CH2:29][C:30]2[CH:31]=[CH:32][CH:33]=[CH:34][CH:35]=2)[C:23]#[N:24])=[N:4][C:5]([O:42][C:43]2[CH:48]=[CH:47][CH:46]=[C:45]([C:49]3[N:50]([CH3:54])[CH2:51][CH2:52][N:53]=3)[CH:44]=2)=[C:6]([F:17])[C:7]=1[O:8][CH2:9][CH:10]1[CH2:14][O:13][C:12]([CH3:16])([CH3:15])[O:11]1, predict the reactants needed to synthesize it. The reactants are: [F:1][C:2]1[C:3]([O:19][C:20]2[CH:21]=[C:22]([CH:25]=[CH:26][C:27]=2[O:28][CH2:29][C:30]2[CH:35]=[CH:34][CH:33]=[CH:32][CH:31]=2)[C:23]#[N:24])=[N:4][C:5](F)=[C:6]([F:17])[C:7]=1[O:8][CH2:9][CH:10]1[CH2:14][O:13][C:12]([CH3:16])([CH3:15])[O:11]1.C([O-])([O-])=O.[Cs+].[Cs+].[OH:42][C:43]1[CH:44]=[C:45]([C:49]2[N:50]([CH3:54])[CH2:51][CH2:52][N:53]=2)[CH:46]=[CH:47][CH:48]=1. (2) Given the product [Br:1][C:2]1[CH:3]=[N:4][C:5]2[N:6]([N:8]=[C:9]([C:11]([N:45]3[CH2:46][CH2:47][C:48]4[S:52][CH:51]=[CH:50][C:49]=4[CH:44]3[CH3:43])=[O:13])[CH:10]=2)[CH:7]=1, predict the reactants needed to synthesize it. The reactants are: [Br:1][C:2]1[CH:3]=[N:4][C:5]2[N:6]([N:8]=[C:9]([C:11]([OH:13])=O)[CH:10]=2)[CH:7]=1.CN(C(ON1N=NC2C=CC=CC1=2)=[N+](C)C)C.[B-](F)(F)(F)F.C(N(CC)CC)C.[CH3:43][CH:44]1[C:49]2[CH:50]=[CH:51][S:52][C:48]=2[CH2:47][CH2:46][NH:45]1. (3) Given the product [ClH:27].[ClH:27].[OH:1][CH2:2][CH2:3][N:4]1[CH2:5][CH:6]=[C:7]([C:10]2[C:18]3[C:13](=[CH:14][CH:15]=[C:16]([NH:19][C:20]([C:22]4[S:23][CH:24]=[CH:25][CH:26]=4)=[NH:21])[CH:17]=3)[NH:12][CH:11]=2)[CH2:8][CH2:9]1, predict the reactants needed to synthesize it. The reactants are: [OH:1][CH2:2][CH2:3][N:4]1[CH2:9][CH:8]=[C:7]([C:10]2[C:18]3[C:13](=[CH:14][CH:15]=[C:16]([NH:19][C:20]([C:22]4[S:23][CH:24]=[CH:25][CH:26]=4)=[NH:21])[CH:17]=3)[NH:12][CH:11]=2)[CH2:6][CH2:5]1.[ClH:27].